Dataset: Reaction yield outcomes from USPTO patents with 853,638 reactions. Task: Predict the reaction yield, written as a fraction of the theoretical maximum amount of product (1.0 means a 100% yield; for example, 0.34 means a 34% yield). The product is [CH3:14][C:10]1([OH:13])[CH2:11][CH2:12][N:8]([CH2:7][C:1]2[CH:2]=[CH:3][CH:4]=[CH:5][CH:6]=2)[CH2:9]1. The yield is 0.460. The catalyst is C1COCC1.CCOCC. The reactants are [C:1]1([CH2:7][N:8]2[CH2:12][CH2:11][C:10](=[O:13])[CH2:9]2)[CH:6]=[CH:5][CH:4]=[CH:3][CH:2]=1.[CH3:14][Mg+].[Br-].